This data is from Full USPTO retrosynthesis dataset with 1.9M reactions from patents (1976-2016). The task is: Predict the reactants needed to synthesize the given product. (1) Given the product [CH2:32]([O:39][CH2:40][C@@H:41]1[O:46][CH2:45][C@:44]2([C:47]3[CH:52]=[CH:51][C:50]([F:53])=[CH:49][C:48]=3[F:54])[N:55]=[C:56]([NH:58][C:59](=[O:66])[C:60]3[CH:65]=[CH:64][CH:63]=[CH:62][CH:61]=3)[S:57][C@H:67]([CH3:68])[C@@H:43]2[CH2:42]1)[C:33]1[CH:34]=[CH:35][CH:36]=[CH:37][CH:38]=1, predict the reactants needed to synthesize it. The reactants are: N(C(OCC)=O)=NC(OCC)=O.C1(P(C2C=CC=CC=2)C2C=CC=CC=2)C=CC=CC=1.[CH2:32]([O:39][CH2:40][C@@H:41]1[O:46][CH2:45][C@@:44]([NH:55][C:56]([NH:58][C:59](=[O:66])[C:60]2[CH:65]=[CH:64][CH:63]=[CH:62][CH:61]=2)=[S:57])([C:47]2[CH:52]=[CH:51][C:50]([F:53])=[CH:49][C:48]=2[F:54])[C@H:43]([C@@H:67](O)[CH3:68])[CH2:42]1)[C:33]1[CH:38]=[CH:37][CH:36]=[CH:35][CH:34]=1. (2) Given the product [OH:55][C:33]12[C:44]3[C:49](=[CH:48][CH:47]=[CH:46][CH:45]=3)[C:50](=[O:51])[C:32]1([NH:31][C:7](=[O:9])[C:2]1[CH:3]=[CH:4][CH:5]=[CH:6][N:1]=1)[C:36]1[CH:37]=[CH:38][C:39]([CH:41]([CH3:43])[CH3:42])=[CH:40][C:35]=1[O:34]2, predict the reactants needed to synthesize it. The reactants are: [N:1]1[CH:6]=[CH:5][CH:4]=[CH:3][C:2]=1[C:7]([OH:9])=O.CCN=C=NCCCN(C)C.C1C=CC2N(O)N=NC=2C=1.[NH2:31][C:32]12[C:50](=[O:51])[C:49]3[C:44](=[CH:45][CH:46]=[CH:47][C:48]=3[N+]([O-])=O)[C:33]1([OH:55])[O:34][C:35]1[CH:40]=[C:39]([CH:41]([CH3:43])[CH3:42])[CH:38]=[CH:37][C:36]=12.